This data is from Peptide-MHC class I binding affinity with 185,985 pairs from IEDB/IMGT. The task is: Regression. Given a peptide amino acid sequence and an MHC pseudo amino acid sequence, predict their binding affinity value. This is MHC class I binding data. (1) The peptide sequence is IRYPKTFGWLW. The MHC is Mamu-B52 with pseudo-sequence Mamu-B52. The binding affinity (normalized) is 0.585. (2) The peptide sequence is DYKECEWPL. The MHC is HLA-A02:03 with pseudo-sequence HLA-A02:03. The binding affinity (normalized) is 0.0847. (3) The peptide sequence is YEFLQPILL. The MHC is Patr-A0101 with pseudo-sequence Patr-A0101. The binding affinity (normalized) is 0. (4) The peptide sequence is PPSLPSPSRL. The MHC is HLA-B54:01 with pseudo-sequence HLA-B54:01. The binding affinity (normalized) is 0. (5) The peptide sequence is STSNVITDQT. The MHC is HLA-A02:06 with pseudo-sequence HLA-A02:06. The binding affinity (normalized) is 0.141. (6) The MHC is HLA-A29:02 with pseudo-sequence HLA-A29:02. The peptide sequence is LTKGTLEPEY. The binding affinity (normalized) is 0.295. (7) The peptide sequence is ILLMRTTWAL. The MHC is HLA-B08:01 with pseudo-sequence HLA-B08:01. The binding affinity (normalized) is 0.768.